This data is from Full USPTO retrosynthesis dataset with 1.9M reactions from patents (1976-2016). The task is: Predict the reactants needed to synthesize the given product. (1) Given the product [Cl:11][C:9]1[CH:8]=[CH:7][C:6]([S:12][CH2:1][CH3:2])=[C:5]([NH2:4])[CH:10]=1, predict the reactants needed to synthesize it. The reactants are: [CH2:1](I)[CH3:2].[NH2:4][C:5]1[CH:10]=[C:9]([Cl:11])[CH:8]=[CH:7][C:6]=1[SH:12].C(=O)([O-])[O-].[Cs+].[Cs+].C(OCC)(=O)C. (2) Given the product [O:11]=[C:4]1[C:5]2[C:10](=[CH:9][CH:8]=[CH:7][CH:6]=2)[C:2](=[O:1])[N:3]1[CH2:12][CH2:13][NH:23][C@@H:22]([C:24]([CH3:27])([CH3:26])[CH3:25])[C:21]([O:20][C:16]([CH3:18])([CH3:17])[CH3:19])=[O:28], predict the reactants needed to synthesize it. The reactants are: [O:1]=[C:2]1[C:10]2[C:5](=[CH:6][CH:7]=[CH:8][CH:9]=2)[C:4](=[O:11])[N:3]1[CH2:12][CH:13]=O.Cl.[C:16]([O:20][C:21](=[O:28])[C@H:22]([C:24]([CH3:27])([CH3:26])[CH3:25])[NH2:23])([CH3:19])([CH3:18])[CH3:17].C([BH3-])#N.[Na+].C(O)(=O)C.